This data is from Reaction yield outcomes from USPTO patents with 853,638 reactions. The task is: Predict the reaction yield, written as a fraction of the theoretical maximum amount of product (1.0 means a 100% yield; for example, 0.34 means a 34% yield). (1) The reactants are [CH3:1][C:2]1[O:6][C:5]([C:7]([O:9]C)=[O:8])=[CH:4][C:3]=1[C:11]1[N:15]([CH3:16])[N:14]=[CH:13][CH:12]=1.[OH-].[Na+]. The catalyst is O1CCCC1. The yield is 0.630. The product is [CH3:1][C:2]1[O:6][C:5]([C:7]([OH:9])=[O:8])=[CH:4][C:3]=1[C:11]1[N:15]([CH3:16])[N:14]=[CH:13][CH:12]=1. (2) The reactants are [CH3:1][O:2][C:3]1[N:8]=[CH:7][C:6]([NH:9][C:10]2[N:15]=[C:14]([C:16]#[C:17][C:18]3[CH:23]=[CH:22][CH:21]=[CH:20][C:19]=3[CH:24]([CH3:28])[C:25]([NH2:27])=[O:26])[C:13]([C:29]([F:32])([F:31])[F:30])=[CH:12][N:11]=2)=[CH:5][CH:4]=1.CO. The catalyst is CCOC(C)=O.[Pd]. The product is [CH3:1][O:2][C:3]1[N:8]=[CH:7][C:6]([NH:9][C:10]2[N:15]=[C:14]([CH2:16][CH2:17][C:18]3[CH:23]=[CH:22][CH:21]=[CH:20][C:19]=3[CH:24]([CH3:28])[C:25]([NH2:27])=[O:26])[C:13]([C:29]([F:31])([F:32])[F:30])=[CH:12][N:11]=2)=[CH:5][CH:4]=1. The yield is 0.630. (3) The reactants are Cl.[NH2:2][OH:3].[Cl:4][C:5]1[CH:6]=[C:7]([CH:15]([CH2:25][CH:26]2[CH2:31][CH2:30][C:29](=O)[CH2:28][CH2:27]2)[C:16]([NH:18][C:19]2[CH:24]=[N:23][CH:22]=[CH:21][N:20]=2)=[O:17])[CH:8]=[CH:9][C:10]=1[S:11]([CH3:14])(=[O:13])=[O:12]. The catalyst is CO.N1C=CC=CC=1. The product is [Cl:4][C:5]1[CH:6]=[C:7]([CH:15]([CH2:25][CH:26]2[CH2:31][CH2:30][C:29](=[N:2][OH:3])[CH2:28][CH2:27]2)[C:16]([NH:18][C:19]2[CH:24]=[N:23][CH:22]=[CH:21][N:20]=2)=[O:17])[CH:8]=[CH:9][C:10]=1[S:11]([CH3:14])(=[O:13])=[O:12]. The yield is 0.800. (4) The reactants are Br[C:2]1[C:7]([F:8])=[CH:6][C:5]([N:9]2[C:18]3[C:13](=[CH:14][C:15]([S:19]([NH:22][C:23]4[CH:27]=[CH:26][O:25][N:24]=4)(=[O:21])=[O:20])=[CH:16][CH:17]=3)[CH:12]=[CH:11][C:10]2=[O:28])=[C:4]([O:29][CH3:30])[CH:3]=1.[Cl:31][C:32]1[CH:33]=[C:34](B(O)O)[CH:35]=[CH:36][C:37]=1[F:38].COC1CCCC1.C(=O)([O-])[O-].[Na+].[Na+]. The catalyst is C1C=CC([P]([Pd]([P](C2C=CC=CC=2)(C2C=CC=CC=2)C2C=CC=CC=2)([P](C2C=CC=CC=2)(C2C=CC=CC=2)C2C=CC=CC=2)[P](C2C=CC=CC=2)(C2C=CC=CC=2)C2C=CC=CC=2)(C2C=CC=CC=2)C2C=CC=CC=2)=CC=1.CCOC(C)=O. The product is [Cl:31][C:32]1[CH:33]=[C:34]([C:2]2[CH:3]=[C:4]([O:29][CH3:30])[C:5]([N:9]3[C:18]4[C:13](=[CH:14][C:15]([S:19]([NH:22][C:23]5[CH:27]=[CH:26][O:25][N:24]=5)(=[O:21])=[O:20])=[CH:16][CH:17]=4)[CH:12]=[CH:11][C:10]3=[O:28])=[CH:6][C:7]=2[F:8])[CH:35]=[CH:36][C:37]=1[F:38]. The yield is 0.950. (5) The reactants are [NH2:1][C:2]1[CH:7]=[CH:6][C:5]([CH:8]([CH2:11][OH:12])[CH2:9][OH:10])=[CH:4][CH:3]=1.[CH2:13]1[CH2:17]OC[CH2:14]1.O.[C:19]([O-:22])([O-])=[O:20].[Na+].[Na+].[CH3:25]COC(C)=O. The catalyst is [Cl-].[Na+].O. The product is [C:13]([O:22][C:19](=[O:20])[NH:1][C:2]1[CH:3]=[CH:4][C:5]([CH:8]([CH2:11][OH:12])[CH2:9][OH:10])=[CH:6][CH:7]=1)([CH3:14])([CH3:17])[CH3:25]. The yield is 0.470.